This data is from Reaction yield outcomes from USPTO patents with 853,638 reactions. The task is: Predict the reaction yield, written as a fraction of the theoretical maximum amount of product (1.0 means a 100% yield; for example, 0.34 means a 34% yield). (1) The reactants are [NH2:1][S:2]([C:5]1[CH:10]=[CH:9][C:8]([C:11]2[NH:12][C:13]3[C:18]([C:19]=2[C:20]2[CH:25]=[CH:24][C:23]([O:26]C)=[CH:22][CH:21]=2)=[CH:17][CH:16]=[CH:15][CH:14]=3)=[CH:7][CH:6]=1)(=[O:4])=[O:3]. The catalyst is C(Cl)Cl. The product is [NH2:1][S:2]([C:5]1[CH:10]=[CH:9][C:8]([C:11]2[NH:12][C:13]3[C:18]([C:19]=2[C:20]2[CH:21]=[CH:22][C:23]([OH:26])=[CH:24][CH:25]=2)=[CH:17][CH:16]=[CH:15][CH:14]=3)=[CH:7][CH:6]=1)(=[O:4])=[O:3]. The yield is 0.623. (2) The reactants are [Cl:1][C:2]1[C:3](I)=[CH:4][C:5]([O:23][CH3:24])=[C:6]([CH:22]=1)[C:7]([N:9]1[CH2:14][CH2:13][N:12]([C:15]([O:17][C:18]([CH3:21])([CH3:20])[CH3:19])=[O:16])[CH2:11][CH2:10]1)=[O:8].[C:26]1(B(O)O)[CH:31]=[CH:30][CH:29]=[CH:28][CH:27]=1.C([O-])([O-])=O.[Na+].[Na+]. The catalyst is O1CCOCC1.O.C1C=CC([P]([Pd]([P](C2C=CC=CC=2)(C2C=CC=CC=2)C2C=CC=CC=2)([P](C2C=CC=CC=2)(C2C=CC=CC=2)C2C=CC=CC=2)[P](C2C=CC=CC=2)(C2C=CC=CC=2)C2C=CC=CC=2)(C2C=CC=CC=2)C2C=CC=CC=2)=CC=1. The product is [C:18]([O:17][C:15]([N:12]1[CH2:13][CH2:14][N:9]([C:7]([C:6]2[C:5]([O:23][CH3:24])=[CH:4][C:3]([C:26]3[CH:31]=[CH:30][CH:29]=[CH:28][CH:27]=3)=[C:2]([Cl:1])[CH:22]=2)=[O:8])[CH2:10][CH2:11]1)=[O:16])([CH3:21])([CH3:20])[CH3:19]. The yield is 0.800. (3) The reactants are [F:1][C:2]1[CH:10]=[CH:9][C:5]([C:6]([OH:8])=[O:7])=[CH:4][C:3]=1[CH3:11].S(Cl)(Cl)=O.[CH3:16]O. No catalyst specified. The product is [F:1][C:2]1[CH:10]=[CH:9][C:5]([C:6]([O:8][CH3:16])=[O:7])=[CH:4][C:3]=1[CH3:11]. The yield is 0.850.